This data is from Forward reaction prediction with 1.9M reactions from USPTO patents (1976-2016). The task is: Predict the product of the given reaction. (1) Given the reactants [Br-].[CH2:2]([Zn+])[CH:3]([CH3:5])[CH3:4].Br[C:8]1[CH:9]=[C:10]([C@:15]([C:24]2[CH:29]=[C:28]([C:30]([F:33])([F:32])[F:31])[CH:27]=[C:26]([F:34])[CH:25]=2)([NH2:23])[CH2:16][C:17]2[CH:22]=[CH:21][CH:20]=[CH:19][CH:18]=2)[CH:11]=[CH:12][C:13]=1[F:14], predict the reaction product. The product is: [F:14][C:13]1[CH:12]=[CH:11][C:10]([C@:15]([C:24]2[CH:29]=[C:28]([C:30]([F:33])([F:32])[F:31])[CH:27]=[C:26]([F:34])[CH:25]=2)([NH2:23])[CH2:16][C:17]2[CH:22]=[CH:21][CH:20]=[CH:19][CH:18]=2)=[CH:9][C:8]=1[CH2:2][CH:3]([CH3:5])[CH3:4]. (2) The product is: [CH3:19][O:18][C:14]1[C:3]2[C:4]([CH2:5][CH2:6][C:7]3[CH:12]=[CH:11][CH:10]=[CH:9][CH:8]=3)=[C:28]([C:29]([O:31][CH3:32])=[O:30])[S:1][C:2]=2[CH:17]=[CH:16][CH:15]=1. Given the reactants [SH:1][C:2]1[CH:17]=[CH:16][CH:15]=[C:14]([O:18][CH3:19])[C:3]=1[C:4](=O)[CH:5]=[CH:6][CH:7]1[CH:12]=[CH:11][CH:10]=[CH:9][CH2:8]1.C(N(CC)CC)C.Br[CH2:28][C:29]([O:31][CH3:32])=[O:30].O, predict the reaction product. (3) Given the reactants [CH3:1][N:2]([CH3:10])[C:3](=[O:9])[O:4][C:5]([CH3:8])([CH3:7])[CH3:6].C([Li])(CC)C.CCOCC.[Mg+2].[Br-].[Br-].CON(C)[C:27]([C:29]1[N:34]=[CH:33][CH:32]=[CH:31][N:30]=1)=[O:28], predict the reaction product. The product is: [N:30]1[CH:31]=[CH:32][CH:33]=[N:34][C:29]=1[C:27](=[O:28])[CH2:1][N:2]([CH3:10])[C:3](=[O:9])[O:4][C:5]([CH3:8])([CH3:7])[CH3:6]. (4) Given the reactants C([N:3]([CH2:6]C)CC)C.[CH2:8]([N:15]1[CH:19]=[C:18]([CH:20]=O)[CH:17]=C1)[C:9]1[CH:14]=[CH:13][CH:12]=[CH:11][CH:10]=1.Cl.C[NH2:24].[BH4-].[Na+], predict the reaction product. The product is: [CH2:8]([N:15]1[CH:19]=[C:18]([CH2:20][NH:3][CH3:6])[CH:17]=[N:24]1)[C:9]1[CH:14]=[CH:13][CH:12]=[CH:11][CH:10]=1. (5) The product is: [CH3:16][O:17][CH2:18][CH2:19][CH2:20][NH:21][S:10]([NH:13][C:14](=[O:15])[O:8][CH2:1][C:2]1[CH:7]=[CH:6][CH:5]=[CH:4][CH:3]=1)(=[O:12])=[O:11]. Given the reactants [CH2:1]([OH:8])[C:2]1[CH:7]=[CH:6][CH:5]=[CH:4][CH:3]=1.Cl[S:10]([N:13]=[C:14]=[O:15])(=[O:12])=[O:11].[CH3:16][O:17][CH2:18][CH2:19][CH2:20][NH2:21].Cl, predict the reaction product. (6) Given the reactants [NH:1]1[C:9]2[C:4](=[CH:5][C:6]([NH:10][C:11]3[C:20]4[C:15](=[CH:16][CH:17]=[CH:18][CH:19]=4)[N:14]=[C:13]([C:21]4[CH:22]=[C:23]([CH:29]=[CH:30][CH:31]=4)[O:24][CH2:25][C:26]([OH:28])=O)[N:12]=3)=[CH:7][CH:8]=2)[CH:3]=[N:2]1.CC[N:34](C(C)C)C(C)C.C1CN([P+](ON2N=NC3C=CC=CC2=3)(N2CCCC2)N2CCCC2)CC1.F[P-](F)(F)(F)(F)F.N, predict the reaction product. The product is: [NH:1]1[C:9]2[C:4](=[CH:5][C:6]([NH:10][C:11]3[C:20]4[C:15](=[CH:16][CH:17]=[CH:18][CH:19]=4)[N:14]=[C:13]([C:21]4[CH:22]=[C:23]([CH:29]=[CH:30][CH:31]=4)[O:24][CH2:25][C:26]([NH2:34])=[O:28])[N:12]=3)=[CH:7][CH:8]=2)[CH:3]=[N:2]1. (7) The product is: [C:1]([O:4][CH:5]([CH2:7][CH2:8][CH2:9][O:10][C:54]1[CH:55]=[CH:56][C:51]([C:42]([O:47][CH2:48][O:49][CH3:50])([C:43]([F:46])([F:45])[F:44])[C:41]([F:40])([F:61])[F:62])=[CH:52][C:53]=1[CH2:58][CH2:59][CH3:60])[CH3:6])(=[O:3])[CH3:2]. Given the reactants [C:1]([O:4][CH:5]([CH2:7][CH2:8][CH2:9][OH:10])[CH3:6])(=[O:3])[CH3:2].C1(P(C2C=CC=CC=2)C2C=CC=CC=2)C=CC=CC=1.N(C(OCC)=O)=NC([O-])=O.[F:40][C:41]([F:62])([F:61])[C:42]([C:51]1[CH:56]=[CH:55][C:54](O)=[C:53]([CH2:58][CH2:59][CH3:60])[CH:52]=1)([O:47][CH2:48][O:49][CH3:50])[C:43]([F:46])([F:45])[F:44], predict the reaction product. (8) Given the reactants [H-].[Na+].[CH3:3][C:4]([N:15]1[CH2:20][CH2:19][O:18][CH2:17][CH2:16]1)([CH3:14])[CH2:5][NH:6][C:7](=[O:13])[O:8][C:9]([CH3:12])([CH3:11])[CH3:10].[CH3:21]I, predict the reaction product. The product is: [CH3:21][N:6]([CH2:5][C:4]([CH3:3])([N:15]1[CH2:16][CH2:17][O:18][CH2:19][CH2:20]1)[CH3:14])[C:7](=[O:13])[O:8][C:9]([CH3:10])([CH3:11])[CH3:12].